Predict the product of the given reaction. From a dataset of Forward reaction prediction with 1.9M reactions from USPTO patents (1976-2016). (1) Given the reactants [Cl:1][C:2]1[C:7]([O:8][CH3:9])=[CH:6][C:5]([O:10][CH3:11])=[C:4]([Cl:12])[C:3]=1[NH:13][C:14](=[O:33])[N:15]([CH3:32])[C:16]1[CH:21]=[C:20]([NH:22][C:23]2[CH:28]=[CH:27][CH:26]=[CH:25][C:24]=2[N+:29]([O-])=O)[N:19]=[CH:18][N:17]=1, predict the reaction product. The product is: [NH2:29][C:24]1[CH:25]=[CH:26][CH:27]=[CH:28][C:23]=1[NH:22][C:20]1[N:19]=[CH:18][N:17]=[C:16]([N:15]([CH3:32])[C:14]([NH:13][C:3]2[C:2]([Cl:1])=[C:7]([O:8][CH3:9])[CH:6]=[C:5]([O:10][CH3:11])[C:4]=2[Cl:12])=[O:33])[CH:21]=1. (2) The product is: [NH2:1][C:2]1[N:3]=[C:4]([NH:19][CH2:20][CH2:21][NH:22][C:23]2[CH:28]=[CH:27][C:26]([Cl:29])=[CH:25][N:24]=2)[C:5]([C:13]#[N:14])=[C:6]([C:8]2[O:9][CH:10]=[CH:11][CH:12]=2)[N:7]=1. Given the reactants [NH2:1][C:2]1[N:7]=[C:6]([C:8]2[O:9][CH:10]=[CH:11][CH:12]=2)[C:5]([C:13]#[N:14])=[C:4](S(C)=O)[N:3]=1.Cl.[NH2:19][CH2:20][CH2:21][NH:22][C:23]1[CH:28]=[CH:27][C:26]([Cl:29])=[CH:25][N:24]=1.C1CCN2C(=NCCC2)CC1, predict the reaction product. (3) Given the reactants [F:1]C(F)(F)C(O)=O.[Cl:8][C:9]1[CH:14]=[C:13](F)[C:12]([C:16]2([C:36]#[N:37])[CH:20]([CH2:21][C:22]([CH3:25])([CH3:24])[CH3:23])[NH:19][CH:18]([C:26]([OH:28])=O)[CH:17]2[C:29]2[CH:34]=[CH:33][CH:32]=[C:31]([Cl:35])[CH:30]=2)=[C:11]([F:38])[CH:10]=1.CC1(C)[O:44][C@@H:43]([CH2:45][CH2:46][NH2:47])[CH2:42][O:41]1.CN(C(ON1N=NC2C=CC=NC1=2)=[N+](C)C)C.F[P-](F)(F)(F)(F)F.CCN(C(C)C)C(C)C.Cl, predict the reaction product. The product is: [OH:44][C@H:43]([CH2:42][OH:41])[CH2:45][CH2:46][NH:47][C:26]([CH:18]1[CH:17]([C:29]2[CH:34]=[CH:33][CH:32]=[C:31]([Cl:35])[CH:30]=2)[C:16]([C:12]2[CH:13]=[C:14]([F:1])[C:9]([Cl:8])=[CH:10][C:11]=2[F:38])([C:36]#[N:37])[CH:20]([CH2:21][C:22]([CH3:24])([CH3:23])[CH3:25])[NH:19]1)=[O:28]. (4) Given the reactants [F:1][C:2]1[CH:3]=[C:4]([CH:16]=[C:17]([F:19])[CH:18]=1)[C:5]([C:7]1[CH:8]=[CH:9][C:10](F)=[C:11]([CH:14]=1)[C:12]#[N:13])=[O:6].O.[NH2:21][NH2:22].Cl, predict the reaction product. The product is: [NH2:13][C:12]1[C:11]2[C:10](=[CH:9][CH:8]=[C:7]([C:5]([C:4]3[CH:3]=[C:2]([F:1])[CH:18]=[C:17]([F:19])[CH:16]=3)=[O:6])[CH:14]=2)[NH:22][N:21]=1. (5) Given the reactants [OH:1][CH:2]([C:21]1[CH:26]=[CH:25][CH:24]=[C:23]([C:27]([F:30])([F:29])[F:28])[CH:22]=1)[C:3]1[N:4]=[C:5]2[CH:10]=[CH:9][CH:8]=[C:7]([C:11]3[CH:12]=[C:13]([CH:17]=[CH:18][CH:19]=3)[C:14](O)=[O:15])[N:6]2[CH:20]=1.[NH2:31][CH2:32][CH2:33][OH:34], predict the reaction product. The product is: [OH:34][CH2:33][CH2:32][NH:31][C:14](=[O:15])[C:13]1[CH:17]=[CH:18][CH:19]=[C:11]([C:7]2[N:6]3[CH:20]=[C:3]([CH:2]([OH:1])[C:21]4[CH:26]=[CH:25][CH:24]=[C:23]([C:27]([F:30])([F:28])[F:29])[CH:22]=4)[N:4]=[C:5]3[CH:10]=[CH:9][CH:8]=2)[CH:12]=1. (6) Given the reactants [C:1]([C:5]1[CH:9]=[C:8]([NH:10][C:11]([NH:13][C:14]2[CH:19]=[C:18]([C:20]3[C:31](=[O:32])[N:30]([CH3:33])[C:23]4[N:24]=[C:25](SC)[N:26]=[CH:27][C:22]=4[CH:21]=3)[C:17]([Cl:34])=[CH:16][C:15]=2[F:35])=[O:12])[N:7]([CH3:36])[N:6]=1)([CH3:4])([CH3:3])[CH3:2].[CH3:37][NH2:38].C1COCC1, predict the reaction product. The product is: [C:1]([C:5]1[CH:9]=[C:8]([NH:10][C:11]([NH:13][C:14]2[CH:19]=[C:18]([C:20]3[C:31](=[O:32])[N:30]([CH3:33])[C:23]4[N:24]=[C:25]([NH:38][CH3:37])[N:26]=[CH:27][C:22]=4[CH:21]=3)[C:17]([Cl:34])=[CH:16][C:15]=2[F:35])=[O:12])[N:7]([CH3:36])[N:6]=1)([CH3:4])([CH3:3])[CH3:2].